This data is from Reaction yield outcomes from USPTO patents with 853,638 reactions. The task is: Predict the reaction yield, written as a fraction of the theoretical maximum amount of product (1.0 means a 100% yield; for example, 0.34 means a 34% yield). (1) The reactants are Cl[C:2]1[CH:7]=[CH:6][C:5]([CH:8]2[CH2:12][CH2:11][CH:10]([C:13]3[CH:18]=[CH:17][C:16](Cl)=[C:15]([N+:20]([O-:22])=[O:21])[CH:14]=3)[N:9]2[C:23]2[CH:28]=[CH:27][C:26]([F:29])=[CH:25][CH:24]=2)=[CH:4][C:3]=1[N+:30]([O-:32])=[O:31].[CH3:33][O:34][C:35]1[CH:42]=[CH:41][C:38]([CH2:39][NH2:40])=[CH:37][CH:36]=1. The catalyst is ClCCl. The product is [F:29][C:26]1[CH:27]=[CH:28][C:23]([N:9]2[CH:10]([C:13]3[CH:18]=[CH:17][C:16]([NH:40][CH2:39][C:38]4[CH:41]=[CH:42][C:35]([O:34][CH3:33])=[CH:36][CH:37]=4)=[C:15]([N+:20]([O-:22])=[O:21])[CH:14]=3)[CH2:11][CH2:12][CH:8]2[C:5]2[CH:6]=[CH:7][C:2]([NH:40][CH2:39][C:38]3[CH:41]=[CH:42][C:35]([O:34][CH3:33])=[CH:36][CH:37]=3)=[C:3]([N+:30]([O-:32])=[O:31])[CH:4]=2)=[CH:24][CH:25]=1. The yield is 0.620. (2) The reactants are C(OC(=O)[NH:7][C:8]1[CH:13]=[CH:12][CH:11]=[C:10]([N:14]([C:18]2[N:19]=[CH:20][C:21]3[N:26]=[C:25]([NH:27][C:28](=[O:30])[CH3:29])[S:24][C:22]=3[N:23]=2)[CH:15]2[CH2:17][CH2:16]2)[CH:9]=1)(C)(C)C.C1(OC)C=CC=CC=1. The catalyst is FC(F)(F)C(O)=O. The product is [NH2:7][C:8]1[CH:9]=[C:10]([N:14]([CH:15]2[CH2:17][CH2:16]2)[C:18]2[N:19]=[CH:20][C:21]3[N:26]=[C:25]([NH:27][C:28](=[O:30])[CH3:29])[S:24][C:22]=3[N:23]=2)[CH:11]=[CH:12][CH:13]=1. The yield is 0.800. (3) The reactants are [S:1]1[C:5]2[CH:6]=[CH:7][CH:8]=[CH:9][C:4]=2[N:3]=[C:2]1[N:10]1[C:14](=[O:15])[C:13](=[CH:16][N:17](C)C)[C:12]([C:20]2[CH:25]=[CH:24][C:23]([CH3:26])=[C:22]([Br:27])[CH:21]=2)=[N:11]1. The catalyst is CCO.N. The product is [NH2:17][CH:16]=[C:13]1[C:12]([C:20]2[CH:25]=[CH:24][C:23]([CH3:26])=[C:22]([Br:27])[CH:21]=2)=[N:11][N:10]([C:2]2[S:1][C:5]3[CH:6]=[CH:7][CH:8]=[CH:9][C:4]=3[N:3]=2)[C:14]1=[O:15]. The yield is 0.770.